This data is from Forward reaction prediction with 1.9M reactions from USPTO patents (1976-2016). The task is: Predict the product of the given reaction. (1) Given the reactants Cl.[F:2][C:3]1[CH:4]=[C:5]([S:9]([C:12]2[CH:13]=[C:14]3[C:19](=[CH:20][CH:21]=2)[CH:18]([CH2:22][NH2:23])[CH2:17][CH2:16][CH2:15]3)(=[O:11])=[O:10])[CH:6]=[CH:7][CH:8]=1.[O-:24][C:25]#[N:26].[K+], predict the reaction product. The product is: [F:2][C:3]1[CH:4]=[C:5]([S:9]([C:12]2[CH:13]=[C:14]3[C:19](=[CH:20][CH:21]=2)[C@H:18]([CH2:22][NH:23][C:25]([NH2:26])=[O:24])[CH2:17][CH2:16][CH2:15]3)(=[O:11])=[O:10])[CH:6]=[CH:7][CH:8]=1. (2) Given the reactants [Br:1][C:2]1[CH:3]=[C:4]([C:21]([NH:23][C:24]2[CH:34]=[CH:33][C:27]([C:28]([O:30]CC)=[O:29])=[CH:26][CH:25]=2)=[O:22])[CH:5]=[C:6]2[C:11]=1[O:10][C:9]([CH3:13])([CH3:12])[CH:8]=[C:7]2[C:14]1[CH:19]=[CH:18][C:17]([CH3:20])=[CH:16][CH:15]=1.O1CCCC1.[OH-].[Na+].Cl, predict the reaction product. The product is: [Br:1][C:2]1[CH:3]=[C:4]([C:21]([NH:23][C:24]2[CH:25]=[CH:26][C:27]([C:28]([OH:30])=[O:29])=[CH:33][CH:34]=2)=[O:22])[CH:5]=[C:6]2[C:11]=1[O:10][C:9]([CH3:12])([CH3:13])[CH:8]=[C:7]2[C:14]1[CH:15]=[CH:16][C:17]([CH3:20])=[CH:18][CH:19]=1.